Predict the reactants needed to synthesize the given product. From a dataset of Full USPTO retrosynthesis dataset with 1.9M reactions from patents (1976-2016). (1) Given the product [CH2:20]([C:18]1[N:19]=[C:14]([C:6]2[CH:7]=[C:8]([CH:12]=[CH:13][C:5]=2[O:4][CH2:1][CH2:2][CH3:3])[C:9]([NH:33][CH2:32][CH2:31][C:27]2[N:26]([CH3:25])[CH:30]=[CH:29][CH:28]=2)=[O:11])[NH:15][C:16](=[O:24])[C:17]=1[CH2:22][CH3:23])[CH3:21], predict the reactants needed to synthesize it. The reactants are: [CH2:1]([O:4][C:5]1[CH:13]=[CH:12][C:8]([C:9]([OH:11])=O)=[CH:7][C:6]=1[C:14]1[NH:15][C:16](=[O:24])[C:17]([CH2:22][CH3:23])=[C:18]([CH2:20][CH3:21])[N:19]=1)[CH2:2][CH3:3].[CH3:25][N:26]1[CH:30]=[CH:29][CH:28]=[C:27]1[CH2:31][CH2:32][NH2:33]. (2) Given the product [CH3:5][CH2:4][CH2:3][CH2:2][C:6]1[N:10]([CH2:11][C:12]2[CH:17]=[CH:16][C:15]([C:18]3[C:19]([C:24]4[N:25]=[N:26][NH:27][N:28]=4)=[CH:20][CH:21]=[CH:22][CH:23]=3)=[CH:14][CH:13]=2)[C:9](=[O:48])[C:8]2([CH2:49][CH2:50][CH2:51][CH2:52]2)[N:7]=1.[ClH:1], predict the reactants needed to synthesize it. The reactants are: [ClH:1].[CH2:2]([C:6]1[N:10]([CH2:11][C:12]2[CH:17]=[CH:16][C:15]([C:18]3[CH:23]=[CH:22][CH:21]=[CH:20][C:19]=3[CH:24]3[N:28](C)[N:27](C4C=CC=CC=4)[N:26](C4C=CC=CC=4)[N:25]3C3C=CC=CC=3)=[CH:14][CH:13]=2)[C:9](=[O:48])[C:8]2([CH2:52][CH2:51][CH2:50][CH2:49]2)[N:7]=1)[CH2:3][CH2:4][CH3:5].BrCC1C=CC(C2C=CC=CC=2C2N(C(C3C=CC=CC=3)(C3C=CC=CC=3)C3C=CC=CC=3)N=NN=2)=CC=1.C(C1NC(=O)C2(CCCC2)N=1)CCC.Cl. (3) The reactants are: Cl.NO.[NH2:4][C:5]1[C:6]2[S:13][C:12]3[N:14]=[C:15]([N:21]4[CH2:26][CH2:25][C:24](=O)[CH2:23][CH2:22]4)[CH:16]=[C:17]([CH2:18][CH2:19][CH3:20])[C:11]=3[C:7]=2[N:8]=[CH:9][N:10]=1.[C:28]([BH3-])#[N:29].[C:31]([OH:34])(=O)[CH3:32].C[N:36]([CH:38]=[O:39])C. Given the product [NH2:4][C:5]1[C:6]2[S:13][C:12]3[N:14]=[C:15]([N:21]4[CH2:26][CH2:25][CH:24]([NH:29][CH2:28][CH:31]([C:32]5[CH:12]=[CH:11][C:7]([C:38]([NH2:36])=[O:39])=[CH:6][CH:5]=5)[OH:34])[CH2:23][CH2:22]4)[CH:16]=[C:17]([CH2:18][CH2:19][CH3:20])[C:11]=3[C:7]=2[N:8]=[CH:9][N:10]=1, predict the reactants needed to synthesize it. (4) Given the product [O:17]1[C:22]2[CH:23]=[CH:24][C:25]([CH2:27][N:28]([CH:36]3[CH2:41][CH2:40][N:39]([CH2:14][CH2:13][N:5]4[C:6]5[C:11](=[CH:10][CH:9]=[C:8]([F:12])[CH:7]=5)[C:2]([Cl:1])=[CH:3][C:4]4=[O:16])[CH2:38][CH2:37]3)[C:29](=[O:35])[O:30][C:31]([CH3:34])([CH3:32])[CH3:33])=[CH:26][C:21]=2[O:20][CH2:19][CH2:18]1, predict the reactants needed to synthesize it. The reactants are: [Cl:1][C:2]1[C:11]2[C:6](=[CH:7][C:8]([F:12])=[CH:9][CH:10]=2)[N:5]([CH2:13][CH:14]=O)[C:4](=[O:16])[CH:3]=1.[O:17]1[C:22]2[CH:23]=[CH:24][C:25]([CH2:27][N:28]([CH:36]3[CH2:41][CH2:40][NH:39][CH2:38][CH2:37]3)[C:29](=[O:35])[O:30][C:31]([CH3:34])([CH3:33])[CH3:32])=[CH:26][C:21]=2[O:20][CH2:19][CH2:18]1.C(O[BH-](OC(=O)C)OC(=O)C)(=O)C.[Na+].C(=O)([O-])O.[Na+]. (5) Given the product [NH2:17][C:13]1[N:12]=[C:11]2[N:10]([CH3:18])[N:9]=[C:8]([C:5]3[CH:6]=[CH:7][C:2]([Cl:1])=[C:3]([S:20]([Cl:19])(=[O:22])=[O:21])[CH:4]=3)[C:16]2=[CH:15][N:14]=1, predict the reactants needed to synthesize it. The reactants are: [Cl:1][C:2]1[CH:7]=[CH:6][C:5]([C:8]2[C:16]3[C:11](=[N:12][C:13]([NH2:17])=[N:14][CH:15]=3)[N:10]([CH3:18])[N:9]=2)=[CH:4][CH:3]=1.[Cl:19][S:20](O)(=[O:22])=[O:21]. (6) Given the product [CH3:30][C:29]([CH3:32])([CH3:31])[C@:27]([C@H:9]1[CH2:8][C@H:7]2[C@@:12]34[CH2:24][CH2:25][N:5]([CH3:4])[C@@H:6]2[CH2:19][C:18]2[C:13]3=[C:14]([O:23][C@H:11]4[C@H:10]1[OH:26])[C:15]([OH:22])=[C:16]1[CH2:21][CH2:20][C:17]1=2)([OH:33])[CH3:28], predict the reactants needed to synthesize it. The reactants are: C1([CH2:4][N:5]2[CH2:25][CH2:24][C@@:12]34[C:13]5[C:18]6[CH2:19][C@@H:6]2[C@H:7]3[CH2:8][C@H:9]([C@:27]([OH:33])([C:29]([CH3:32])([CH3:31])[CH3:30])[CH3:28])[C@H:10]([OH:26])[C@@H:11]4[O:23][C:14]=5[C:15]([OH:22])=[C:16]2[CH2:21][CH2:20][C:17]2=6)CC1.C[C@@](O)(C(C)(C)C)[C@@H]1[C@]2(OC)[C@@H]3OC4=C(O)C=CC5=C4[C@]43CCN(CC3CC3)[C@H](C5)[C@@]4(CC2)C1. (7) Given the product [NH2:1][C@@H:4]1[CH2:8][CH2:7][N:6]([C:9]([O:11][CH2:12][C:13]2[CH:18]=[CH:17][C:16]([N+:19]([O-:21])=[O:20])=[CH:15][CH:14]=2)=[O:10])[CH2:5]1, predict the reactants needed to synthesize it. The reactants are: [N:1]([C@@H:4]1[CH2:8][CH2:7][N:6]([C:9]([O:11][CH2:12][C:13]2[CH:18]=[CH:17][C:16]([N+:19]([O-:21])=[O:20])=[CH:15][CH:14]=2)=[O:10])[CH2:5]1)=[N+]=[N-].C1(P(C2C=CC=CC=2)C2C=CC=CC=2)C=CC=CC=1.O.O.O.O.O.O.O.O.O.O.S([O-])([O-])(=O)=O.[Na+].[Na+]. (8) The reactants are: [C:1]([N:4]1[C:13]2[C:8](=[CH:9][C:10](Br)=[CH:11][CH:12]=2)[C@H:7]([NH:15][C:16](=[O:22])[O:17][C:18]([CH3:21])([CH3:20])[CH3:19])[CH2:6][C@@H:5]1[CH3:23])(=[O:3])[CH3:2].[CH3:24][O:25][C:26]([C:28]1[CH:33]=[CH:32][C:31](B(O)O)=[CH:30][CH:29]=1)=[O:27].C(=O)([O-])[O-].[K+].[K+]. Given the product [C:1]([N:4]1[C:13]2[C:8](=[CH:9][C:10]([C:31]3[CH:32]=[CH:33][C:28]([C:26]([O:25][CH3:24])=[O:27])=[CH:29][CH:30]=3)=[CH:11][CH:12]=2)[C@H:7]([NH:15][C:16]([O:17][C:18]([CH3:21])([CH3:20])[CH3:19])=[O:22])[CH2:6][C@@H:5]1[CH3:23])(=[O:3])[CH3:2], predict the reactants needed to synthesize it. (9) Given the product [CH2:9]([S:3][C:4]1[S:5][CH2:6][CH2:7][N:8]=1)[C:10]1[CH:15]=[CH:14][CH:13]=[CH:12][CH:11]=1, predict the reactants needed to synthesize it. The reactants are: [H-].[Na+].[SH:3][C:4]1[S:5][CH2:6][CH2:7][N:8]=1.[CH2:9](Cl)[C:10]1[CH:15]=[CH:14][CH:13]=[CH:12][CH:11]=1.